From a dataset of Reaction yield outcomes from USPTO patents with 853,638 reactions. Predict the reaction yield, written as a fraction of the theoretical maximum amount of product (1.0 means a 100% yield; for example, 0.34 means a 34% yield). The catalyst is CO. The product is [F:24][C:21]1[CH:22]=[CH:23][C:18]([C:12]2[C:11]3[C:15](=[CH:16][CH:17]=[C:9]([CH2:8][CH2:7][C:2]4[CH:3]=[CH:4][CH:5]=[CH:6][N:1]=4)[CH:10]=3)[NH:14][N:13]=2)=[CH:19][CH:20]=1. The yield is 0.470. The reactants are [N:1]1[CH:6]=[CH:5][CH:4]=[CH:3][C:2]=1/[CH:7]=[CH:8]/[C:9]1[CH:10]=[C:11]2[C:15](=[CH:16][CH:17]=1)[NH:14][N:13]=[C:12]2[C:18]1[CH:23]=[CH:22][C:21]([F:24])=[CH:20][CH:19]=1.